Dataset: Catalyst prediction with 721,799 reactions and 888 catalyst types from USPTO. Task: Predict which catalyst facilitates the given reaction. (1) Reactant: O([CH2:9][CH:10]([CH2:16][CH2:17][CH3:18])[CH2:11][CH2:12][CH2:13][CH2:14][CH3:15])S(C(F)(F)F)(=O)=O.[CH3:19][C:20]1[CH:21]=[N:22][CH:23]=[C:24]([CH3:47])[C:25]=1[C:26]1[C:31]([CH3:32])=[CH:30][C:29]([CH:33]=[CH:34][C:35]2[CH:40]=[CH:39][C:38]([CH:41]([C:44]#[N:45])[C:42]#[N:43])=[CH:37][CH:36]=2)=[CH:28][C:27]=1[CH3:46].C[O-].[Na+]. Product: [CH3:19][C:20]1[C:25](=[C:26]2[C:27]([CH3:46])=[CH:28][C:29](=[CH:33][CH:34]=[C:35]3[CH:40]=[CH:39][C:38](=[C:41]([C:42]#[N:43])[C:44]#[N:45])[CH:37]=[CH:36]3)[CH:30]=[C:31]2[CH3:32])[C:24]([CH3:47])=[CH:23][N:22]([CH2:9][CH:10]([CH2:16][CH2:17][CH3:18])[CH2:11][CH2:12][CH2:13][CH2:14][CH3:15])[CH:21]=1. The catalyst class is: 61. (2) Reactant: [CH2:1]([O:8][C:9]1[CH:16]=[CH:15][C:14]([Cl:17])=[CH:13][C:10]=1[CH:11]=[O:12])[C:2]1[CH:7]=[CH:6][CH:5]=[CH:4][CH:3]=1.[BH4-].[Na+].Cl. Product: [CH2:1]([O:8][C:9]1[CH:16]=[CH:15][C:14]([Cl:17])=[CH:13][C:10]=1[CH2:11][OH:12])[C:2]1[CH:3]=[CH:4][CH:5]=[CH:6][CH:7]=1. The catalyst class is: 24. (3) Reactant: [N:1]([CH2:4][C:5]1[C:6]([F:22])=[C:7]([O:12][C:13]2[CH:18]=[C:17]([C:19]#[N:20])[CH:16]=[C:15]([Cl:21])[N:14]=2)[C:8]([Cl:11])=[CH:9][CH:10]=1)=[N+]=[N-].C1(P(C2C=CC=CC=2)C2C=CC=CC=2)C=CC=CC=1.O. Product: [NH2:1][CH2:4][C:5]1[C:6]([F:22])=[C:7]([O:12][C:13]2[CH:18]=[C:17]([C:19]#[N:20])[CH:16]=[C:15]([Cl:21])[N:14]=2)[C:8]([Cl:11])=[CH:9][CH:10]=1. The catalyst class is: 1. (4) Reactant: [CH2:1]([O:3][C:4](/[CH:6]=[CH:7]/[C:8]1[CH:9]=[C:10]2[C:14](=[CH:15][CH:16]=1)[NH:13][C:12]([C:17]([OH:19])=O)=[CH:11]2)=[O:5])[CH3:2].CC[N:22]=C=NCCCN(C)C.Cl.CCN(CC)CC.C1C=CC2N(O)N=NC=2C=1.[O:49]1[CH2:54][CH2:53][CH2:52][CH2:51][CH:50]1[O:55][NH:56][C:57](=[O:65])[CH:58](N)[CH2:59][CH2:60][CH2:61][CH2:62][CH3:63].C(O)(=O)CC(CC(O)=O)(C(O)=O)O. Product: [CH2:1]([O:3][C:4](=[O:5])[CH2:6][CH2:7][C:8]1[CH:9]=[C:10]2[C:14](=[CH:15][CH:16]=1)[NH:13][C:12]([C:17](=[O:19])[NH:22][CH2:63][CH2:62][CH2:61][CH2:60][CH2:59][CH2:58][C:57](=[O:65])[NH:56][O:55][CH:50]1[CH2:51][CH2:52][CH2:53][CH2:54][O:49]1)=[CH:11]2)[CH3:2]. The catalyst class is: 18. (5) Reactant: [CH:1]1([S:4]([C:7]2[CH:12]=[CH:11][C:10]([CH:13]([C:21]3[NH:25][C:24]([C:26]4[N:31]=[CH:30][C:29]([CH:32]=[O:33])=[CH:28][CH:27]=4)=[CH:23][CH:22]=3)[CH2:14][CH:15]3[CH2:20][CH2:19][O:18][CH2:17][CH2:16]3)=[CH:9][CH:8]=2)(=[O:6])=[O:5])[CH2:3][CH2:2]1.O1CCCC1.CO.[BH4-].[Na+]. Product: [CH:1]1([S:4]([C:7]2[CH:8]=[CH:9][C:10]([CH:13]([C:21]3[NH:25][C:24]([C:26]4[N:31]=[CH:30][C:29]([CH2:32][OH:33])=[CH:28][CH:27]=4)=[CH:23][CH:22]=3)[CH2:14][CH:15]3[CH2:16][CH2:17][O:18][CH2:19][CH2:20]3)=[CH:11][CH:12]=2)(=[O:6])=[O:5])[CH2:3][CH2:2]1. The catalyst class is: 6.